This data is from Forward reaction prediction with 1.9M reactions from USPTO patents (1976-2016). The task is: Predict the product of the given reaction. (1) Given the reactants C(C1CC(SCC(F)(F)F)CC1[C:14]1[N:18]2[C:19]3[CH:25]=[CH:24][N:23]([CH2:26][O:27][CH2:28][CH2:29][Si:30]([CH3:33])([CH3:32])[CH3:31])[C:20]=3[N:21]=[CH:22][C:17]2=[N:16][N:15]=1)C.C1C=C(Cl)C=C(C(OO)=O)C=1, predict the reaction product. The product is: [CH3:31][Si:30]([CH3:33])([CH3:32])[CH2:29][CH2:28][O:27][CH2:26][N:23]1[C:20]2[N:21]=[CH:22][C:17]3[N:18]([CH:14]=[N:15][N:16]=3)[C:19]=2[CH:25]=[CH:24]1. (2) Given the reactants [Si]([O:8][C@H:9]([CH3:26])[CH2:10][CH2:11][N:12]1[CH:16]=[C:15]([B:17]2[O:21][C:20]([CH3:23])([CH3:22])[C:19]([CH3:25])([CH3:24])[O:18]2)[CH:14]=[N:13]1)(C(C)(C)C)(C)C.[F-].C([N+](CCCC)(CCCC)CCCC)CCC, predict the reaction product. The product is: [CH3:25][C:19]1([CH3:24])[C:20]([CH3:22])([CH3:23])[O:21][B:17]([C:15]2[CH:14]=[N:13][N:12]([CH2:11][CH2:10][C@H:9]([OH:8])[CH3:26])[CH:16]=2)[O:18]1. (3) Given the reactants Br[C:2]1[N:7]=[C:6]([C:8]([NH:10][C:11]2[CH:12]=[N:13][CH:14]=[CH:15][C:16]=2[C@@H:17]2[CH2:22][C@H:21]([CH3:23])[CH2:20][C@H:19]([NH:24][C:25](=[O:31])[O:26][C:27]([CH3:30])([CH3:29])[CH3:28])[CH2:18]2)=[O:9])[CH:5]=[CH:4][C:3]=1[F:32].[F:33][C:34]1[CH:35]=[C:36]([C:50]([O:53][Si:54]([CH:61]([CH3:63])[CH3:62])([CH:58]([CH3:60])[CH3:59])[CH:55]([CH3:57])[CH3:56])([CH3:52])[CH3:51])[CH:37]=[C:38]([F:49])[C:39]=1B1OC(C)(C)C(C)(C)O1, predict the reaction product. The product is: [F:49][C:38]1[CH:37]=[C:36]([C:50]([O:53][Si:54]([CH:55]([CH3:57])[CH3:56])([CH:61]([CH3:63])[CH3:62])[CH:58]([CH3:60])[CH3:59])([CH3:51])[CH3:52])[CH:35]=[C:34]([F:33])[C:39]=1[C:2]1[N:7]=[C:6]([C:8]([NH:10][C:11]2[CH:12]=[N:13][CH:14]=[CH:15][C:16]=2[C@@H:17]2[CH2:22][C@H:21]([CH3:23])[CH2:20][C@H:19]([NH:24][C:25](=[O:31])[O:26][C:27]([CH3:30])([CH3:29])[CH3:28])[CH2:18]2)=[O:9])[CH:5]=[CH:4][C:3]=1[F:32]. (4) Given the reactants [C:1]1([NH:7][C:8]([C:10]2[CH:15]=[CH:14][C:13]([C@@H:16]3[CH2:18][C@H:17]3[NH:19]C(=O)OC(C)(C)C)=[CH:12][CH:11]=2)=[O:9])[CH:6]=[CH:5][CH:4]=[CH:3][CH:2]=1.[ClH:27].CO, predict the reaction product. The product is: [ClH:27].[NH2:19][C@@H:17]1[CH2:18][C@H:16]1[C:13]1[CH:14]=[CH:15][C:10]([C:8]([NH:7][C:1]2[CH:2]=[CH:3][CH:4]=[CH:5][CH:6]=2)=[O:9])=[CH:11][CH:12]=1. (5) Given the reactants [C:1]1([S:7](Cl)(=[O:9])=[O:8])C=[CH:5][CH:4]=[CH:3][CH:2]=1.C(O[C:16](=[O:35])[NH:17][C@H:18]([C:23](=[O:34])[NH:24][CH:25]1[CH2:31][CH:30]([CH3:32])[CH2:29][NH:28][CH2:27][CH:26]1[OH:33])[CH2:19][CH:20]([CH3:22])[CH3:21])(C)(C)C.C(OC(=O)[NH:42][C@H](C(=O)NC1CCCNCC1O)CC(C)C)(C)(C)C.[CH3:60][C:61]1[C:65]2[CH:66]=[CH:67][CH:68]=[CH:69][C:64]=2[O:63][C:62]=1C(O)=O.O1C2C=CC(C(O)=O)=CC=2OC1, predict the reaction product. The product is: [CH3:22][CH:20]([CH3:21])[CH2:19][C@H:18]([NH:17][C:16]([C:62]1[O:63][C:64]2[CH:69]=[CH:68][CH:67]=[CH:66][C:65]=2[C:61]=1[CH3:60])=[O:35])[C:23](=[O:34])[NH:24][CH:25]1[CH2:31][CH:30]([CH3:32])[CH2:29][N:28]([S:7]([C:1]2[CH:2]=[CH:3][CH:4]=[CH:5][N:42]=2)(=[O:9])=[O:8])[CH2:27][C:26]1=[O:33]. (6) Given the reactants [CH3:1][C:2]1[CH:3]=[CH:4][C:5]([C:8]2[CH:13]=[CH:12][CH:11]=[CH:10][CH:9]=2)=[N:6][CH:7]=1.C1C(=O)N([Br:21])C(=O)C1, predict the reaction product. The product is: [Br:21][CH2:1][C:2]1[CH:3]=[CH:4][C:5]([C:8]2[CH:9]=[CH:10][CH:11]=[CH:12][CH:13]=2)=[N:6][CH:7]=1. (7) Given the reactants C[O:2][C:3]([C:5]1[C:6]([CH:23]2[CH2:25][CH2:24]2)=[N:7][C:8]2[C:13]([C:14]=1[C:15]1[CH:20]=[CH:19][CH:18]=[CH:17][CH:16]=1)=[CH:12][C:11]([Cl:21])=[C:10]([Cl:22])[CH:9]=2)=[O:4].[OH-].[K+], predict the reaction product. The product is: [Cl:21][C:11]1[CH:12]=[C:13]2[C:8](=[CH:9][C:10]=1[Cl:22])[N:7]=[C:6]([CH:23]1[CH2:24][CH2:25]1)[C:5]([C:3]([OH:4])=[O:2])=[C:14]2[C:15]1[CH:20]=[CH:19][CH:18]=[CH:17][CH:16]=1. (8) Given the reactants [CH2:1]([O:3][C:4]1[C:9]([O:10][CH3:11])=[CH:8][C:7](B(O)O)=[C:6]([CH2:15][N:16]2[CH2:21][CH2:20][CH:19]([NH:22][C:23]3[O:24][C:25]4[CH:31]=[CH:30][C:29]([S:32]([CH2:35][CH3:36])(=[O:34])=[O:33])=[CH:28][C:26]=4[N:27]=3)[CH2:18][CH2:17]2)[CH:5]=1)[CH3:2].Cl.Br[C:39]1[CH:44]=[CH:43][N:42]=[CH:41][CH:40]=1.CC([O-])(C)C.[K+], predict the reaction product. The product is: [CH2:35]([S:32]([C:29]1[CH:30]=[CH:31][C:25]2[O:24][C:23]([NH:22][CH:19]3[CH2:20][CH2:21][N:16]([CH2:15][C:6]4[CH:5]=[C:4]([O:3][CH2:1][CH3:2])[C:9]([O:10][CH3:11])=[CH:8][C:7]=4[C:39]4[CH:44]=[CH:43][N:42]=[CH:41][CH:40]=4)[CH2:17][CH2:18]3)=[N:27][C:26]=2[CH:28]=1)(=[O:34])=[O:33])[CH3:36]. (9) Given the reactants [OH:1][CH:2]([C:17]1[CH:26]=[CH:25][C:20]2[C:21](=[O:24])[O:22][CH2:23][C:19]=2[C:18]=1[CH3:27])[CH2:3][CH:4]1[CH2:9][CH2:8][N:7](C(OC(C)(C)C)=O)[CH2:6][CH2:5]1.[ClH:28], predict the reaction product. The product is: [Cl-:28].[OH:1][CH:2]([C:17]1[CH:26]=[CH:25][C:20]2[C:21](=[O:24])[O:22][CH2:23][C:19]=2[C:18]=1[CH3:27])[CH2:3][CH:4]1[CH2:5][CH2:6][NH2+:7][CH2:8][CH2:9]1. (10) The product is: [C:30]([C:27]1[CH:28]=[CH:29][C:24]([C:3]2[N:4]=[C:5]([N:10]3[CH2:15][CH2:14][CH:13]([NH:16][C:17](=[O:23])[O:18][C:19]([CH3:21])([CH3:20])[CH3:22])[CH2:12][CH2:11]3)[N:6]([CH3:9])[C:7](=[O:8])[C:2]=2[C:33]2[CH:38]=[CH:37][C:36]([CH3:39])=[CH:35][CH:34]=2)=[CH:25][CH:26]=1)#[N:31]. Given the reactants Cl[C:2]1[C:7](=[O:8])[N:6]([CH3:9])[C:5]([N:10]2[CH2:15][CH2:14][CH:13]([NH:16][C:17](=[O:23])[O:18][C:19]([CH3:22])([CH3:21])[CH3:20])[CH2:12][CH2:11]2)=[N:4][C:3]=1[C:24]1[CH:29]=[CH:28][C:27]([C:30]#[N:31])=[CH:26][CH:25]=1.B(O)(O)[C:33]1[CH:34]=[CH:35][C:36]([CH3:39])=[CH:37][CH:38]=1.C([O-])([O-])=O.[K+].[K+], predict the reaction product.